From a dataset of Full USPTO retrosynthesis dataset with 1.9M reactions from patents (1976-2016). Predict the reactants needed to synthesize the given product. (1) Given the product [CH3:10][N:11]1[C:19]2[C:14](=[C:15]([CH:20]([NH2:1])[CH3:21])[CH:16]=[CH:17][CH:18]=2)[CH:13]=[CH:12]1, predict the reactants needed to synthesize it. The reactants are: [N:1]1C=CC=C(C(N)C)C=1.[CH3:10][N:11]1[C:19]2[C:14](=[C:15]([C:20](=O)[CH3:21])[CH:16]=[CH:17][CH:18]=2)[CH:13]=[CH:12]1.N.CO.C([BH3-])#N.[Na+]. (2) The reactants are: [CH3:1][O:2][C:3](=[O:11])[C:4]1[CH:9]=[C:8]([NH2:10])[CH:7]=[CH:6][N:5]=1.S(=O)(=O)(O)O.[N+:17]([O-])([O-:19])=[O:18].[K+]. Given the product [CH3:1][O:2][C:3](=[O:11])[C:4]1[CH:9]=[C:8]([NH2:10])[C:7]([N+:17]([O-:19])=[O:18])=[CH:6][N:5]=1, predict the reactants needed to synthesize it. (3) The reactants are: [CH3:1][C:2]1([CH3:14])[C:6](=[O:7])[CH:5]=[C:4]([C:8]2[CH:13]=[CH:12][N:11]=[CH:10][CH:9]=2)[O:3]1.C1C(=O)N([Br:22])C(=O)C1. Given the product [Br:22][C:5]1[C:6](=[O:7])[C:2]([CH3:14])([CH3:1])[O:3][C:4]=1[C:8]1[CH:13]=[CH:12][N:11]=[CH:10][CH:9]=1, predict the reactants needed to synthesize it. (4) Given the product [CH3:20][O:21][C:22]1[CH:23]=[C:24]([CH:40]=[CH:41][C:42]=1[O:43][CH2:44][C:45]1[N:46]=[C:47]([C:51]2[CH:56]=[CH:55][CH:54]=[CH:53][CH:52]=2)[O:48][C:49]=1[CH3:50])[CH2:25][O:26][C:27]1[C:31]([CH2:32][C:16]#[N:17])=[CH:30][N:29]([C:34]2[CH:35]=[CH:36][CH:37]=[CH:38][CH:39]=2)[N:28]=1, predict the reactants needed to synthesize it. The reactants are: CC(C)([O-])C.[K+].C1(C)C=CC(S([CH2:16][N+:17]#[C-])(=O)=O)=CC=1.[CH3:20][O:21][C:22]1[CH:23]=[C:24]([CH:40]=[CH:41][C:42]=1[O:43][CH2:44][C:45]1[N:46]=[C:47]([C:51]2[CH:56]=[CH:55][CH:54]=[CH:53][CH:52]=2)[O:48][C:49]=1[CH3:50])[CH2:25][O:26][C:27]1[C:31]([CH:32]=O)=[CH:30][N:29]([C:34]2[CH:39]=[CH:38][CH:37]=[CH:36][CH:35]=2)[N:28]=1.[Cl-].[NH4+]. (5) Given the product [C:17]1([C@H:15]([NH:14][C:12](=[O:13])[NH:11][C:9]2[N:8]=[CH:7][C:6]3[C:2]([NH:1][C:49](=[O:50])[O:51][CH2:52][CH3:53])=[N:3][N:4]([C:23]([C:24]4[CH:25]=[CH:26][CH:27]=[CH:28][CH:29]=4)([C:36]4[CH:41]=[CH:40][CH:39]=[CH:38][CH:37]=4)[C:30]4[CH:31]=[CH:32][CH:33]=[CH:34][CH:35]=4)[C:5]=3[CH:10]=2)[CH3:16])[CH:22]=[CH:21][CH:20]=[CH:19][CH:18]=1, predict the reactants needed to synthesize it. The reactants are: [NH2:1][C:2]1[C:6]2[CH:7]=[N:8][C:9]([NH:11][C:12]([NH:14][C@@H:15]([C:17]3[CH:22]=[CH:21][CH:20]=[CH:19][CH:18]=3)[CH3:16])=[O:13])=[CH:10][C:5]=2[N:4]([C:23]([C:36]2[CH:41]=[CH:40][CH:39]=[CH:38][CH:37]=2)([C:30]2[CH:35]=[CH:34][CH:33]=[CH:32][CH:31]=2)[C:24]2[CH:29]=[CH:28][CH:27]=[CH:26][CH:25]=2)[N:3]=1.N1C=CC=CC=1.Cl[C:49]([O:51][CH2:52][CH3:53])=[O:50].C(O)C(N)(CO)CO. (6) The reactants are: [ClH:1].C(OC([N:9]1[CH2:14][CH2:13][N:12]([C:15]2[C:20]([C:21]3[CH:26]=[CH:25][CH:24]=[CH:23][C:22]=3[F:27])=[N:19][CH:18]=[CH:17][N:16]=2)[CH2:11][CH2:10]1)=O)(C)(C)C. Given the product [ClH:1].[ClH:1].[F:27][C:22]1[CH:23]=[CH:24][CH:25]=[CH:26][C:21]=1[C:20]1[C:15]([N:12]2[CH2:11][CH2:10][NH:9][CH2:14][CH2:13]2)=[N:16][CH:17]=[CH:18][N:19]=1, predict the reactants needed to synthesize it. (7) Given the product [C:20]([O:19][C:17]([NH:13][CH2:14][CH2:15][CH:16]([CH2:25][C:26]1[CH:31]=[CH:30][C:29]([Cl:32])=[CH:28][CH:27]=1)[C:12]([OH:36])=[O:11])=[O:18])([CH3:23])([CH3:22])[CH3:21], predict the reactants needed to synthesize it. The reactants are: [Li+].C[Si]([N-][Si](C)(C)C)(C)C.[O:11]=[C:12]1[CH2:16][CH2:15][CH2:14][N:13]1[C:17]([O:19][C:20]([CH3:23])([CH3:22])[CH3:21])=[O:18].Br[CH2:25][C:26]1[CH:31]=[CH:30][C:29]([Cl:32])=[CH:28][CH:27]=1.C1C[O:36]CC1. (8) Given the product [CH3:1][C:2]1[C:6]([C:7]2[O:8][C:9]3[CH:15]=[CH:14][C:13]([CH2:16][C:17]([OH:19])=[O:18])=[CH:12][C:10]=3[CH:11]=2)=[C:5]([CH3:21])[O:4][N:3]=1, predict the reactants needed to synthesize it. The reactants are: [CH3:1][C:2]1[C:6]([C:7]2[O:8][C:9]3[CH:15]=[CH:14][C:13]([CH2:16][C:17]([O:19]C)=[O:18])=[CH:12][C:10]=3[CH:11]=2)=[C:5]([CH3:21])[O:4][N:3]=1.[OH-].[Na+]. (9) Given the product [CH3:1][C:2]1[N:7]=[C:6]([C:8]#[C:9][CH:10]=[C:12]2[CH2:17][CH2:16][N:15]([C:35]3[C:40]([C:41]#[N:42])=[N:39][CH:38]=[CH:37][N:36]=3)[CH2:14][CH2:13]2)[CH:5]=[CH:4][CH:3]=1, predict the reactants needed to synthesize it. The reactants are: [CH3:1][C:2]1[N:7]=[C:6]([C:8]#[C:9][CH:10]([CH:12]2[CH2:17][CH2:16][NH:15][CH2:14][CH2:13]2)O)[CH:5]=[CH:4][CH:3]=1.CC1C=CC=C(C#CC=C2CCNCC2)N=1.Cl[C:35]1[C:40]([C:41]#[N:42])=[N:39][CH:38]=[CH:37][N:36]=1.